This data is from Forward reaction prediction with 1.9M reactions from USPTO patents (1976-2016). The task is: Predict the product of the given reaction. (1) Given the reactants C(OC([N:8]1[C:13]2[CH:14]=[C:15]([Cl:20])[C:16]([O:18][CH3:19])=[CH:17][C:12]=2[O:11][CH:10]([C:21]([N:23]2[CH2:28][CH2:27][C:26]([C:37]#[N:38])([CH2:29][C:30]3[CH:31]=[N:32][C:33]([F:36])=[CH:34][CH:35]=3)[CH2:25][CH2:24]2)=[O:22])[CH2:9]1)=O)(C)(C)C.FC(F)(F)C(O)=O, predict the reaction product. The product is: [Cl:20][C:15]1[C:16]([O:18][CH3:19])=[CH:17][C:12]2[O:11][CH:10]([C:21]([N:23]3[CH2:28][CH2:27][C:26]([CH2:29][C:30]4[CH:31]=[N:32][C:33]([F:36])=[CH:34][CH:35]=4)([C:37]#[N:38])[CH2:25][CH2:24]3)=[O:22])[CH2:9][NH:8][C:13]=2[CH:14]=1. (2) Given the reactants [CH2:1]([N:4]1[CH:8]=[C:7]([CH2:9][C@@H:10]([NH:23][C:24](=[O:33])[O:25][CH2:26][C:27]2[CH:32]=[CH:31][CH:30]=[CH:29][CH:28]=2)[C:11](=[O:22])[NH:12][C@H:13]([CH2:17][O:18][CH2:19][CH:20]=[CH2:21])[CH:14]([CH3:16])[CH3:15])[N:6]=[CH:5]1)C=C, predict the reaction product. The product is: [CH:14]([C@@H:13]1[NH:12][C:11](=[O:22])[C@H:10]([NH:23][C:24](=[O:33])[O:25][CH2:26][C:27]2[CH:28]=[CH:29][CH:30]=[CH:31][CH:32]=2)[CH2:9][C:7]2=[CH:8][N:4]([CH:5]=[N:6]2)[CH2:1][CH:21]=[CH:20][CH2:19][O:18][CH2:17]1)([CH3:15])[CH3:16].